This data is from Full USPTO retrosynthesis dataset with 1.9M reactions from patents (1976-2016). The task is: Predict the reactants needed to synthesize the given product. (1) Given the product [C:7]([C:6]1[O:5][C:4]([CH2:10][CH2:11][C:12]2[CH:17]=[CH:16][CH:15]=[CH:14][CH:13]=2)=[N:3][C:2]=1[CH3:1])#[N:9], predict the reactants needed to synthesize it. The reactants are: [CH3:1][C:2]1[N:3]=[C:4]([CH2:10][CH2:11][C:12]2[CH:17]=[CH:16][CH:15]=[CH:14][CH:13]=2)[O:5][C:6]=1[C:7]([NH2:9])=O.CN1CCOCC1.ClC(Cl)(Cl)C(Cl)=O.O. (2) The reactants are: [Cl:1][C:2]1[CH:3]=[C:4]([CH:8]=[CH:9][C:10]=1[O:11][CH:12]([CH3:14])[CH3:13])[C:5]([OH:7])=O.[CH:15]1[CH:16]=[CH:17][C:18]2N(O)N=[N:21][C:19]=2C=1.CCN=C=N[CH2:30][CH2:31][CH2:32][N:33]([CH3:35])C.C[N:37](C=O)C. Given the product [Cl:1][C:2]1[CH:3]=[C:4]([C:5]2[O:7][N:21]=[C:19]([C:18]3[CH:17]=[C:16]4[C:32](=[CH:31][CH:30]=3)[NH:33][CH:35]=[CH:15]4)[N:37]=2)[CH:8]=[CH:9][C:10]=1[O:11][CH:12]([CH3:14])[CH3:13], predict the reactants needed to synthesize it. (3) Given the product [Cl:13][C:14]1[CH:19]=[CH:18][N:17]=[C:16]2[NH:20][C:21]([C:23]3[CH:24]=[CH:25][C:26]([C:27]([NH:40][CH2:39][CH2:38][N:32]4[CH2:37][CH2:36][O:35][CH2:34][CH2:33]4)=[O:29])=[CH:30][CH:31]=3)=[N:22][C:15]=12, predict the reactants needed to synthesize it. The reactants are: C(N1C=CN=C1)(N1C=CN=C1)=O.[Cl:13][C:14]1[CH:19]=[CH:18][N:17]=[C:16]2[NH:20][C:21]([C:23]3[CH:31]=[CH:30][C:26]([C:27]([OH:29])=O)=[CH:25][CH:24]=3)=[N:22][C:15]=12.[N:32]1([CH2:38][CH2:39][NH2:40])[CH2:37][CH2:36][O:35][CH2:34][CH2:33]1. (4) Given the product [NH2:1][C:2]1[N:7]=[C:6]([OH:8])[C:5]2[CH:16]=[C:17]([C:19]3[CH:28]=[CH:27][C:22]([C:23]([O:25][CH3:26])=[O:24])=[CH:21][CH:20]=3)[NH:9][C:4]=2[N:3]=1, predict the reactants needed to synthesize it. The reactants are: [NH2:1][C:2]1[N:7]=[C:6]([OH:8])[CH:5]=[C:4]([NH2:9])[N:3]=1.C([O-])(=O)C.[Na+].Br[CH2:16][C:17]([C:19]1[CH:28]=[CH:27][C:22]([C:23]([O:25][CH3:26])=[O:24])=[CH:21][CH:20]=1)=O. (5) Given the product [OH:32][C@@:25]1([C:23]#[C:24][C:2]2[CH:3]=[C:4]([N:8]3[C:16]4[C:11](=[CH:12][CH:13]=[CH:14][C:15]=4[O:17][CH3:18])[C:10]([C:19]([O:21][CH3:22])=[O:20])=[N:9]3)[CH:5]=[CH:6][CH:7]=2)[CH2:29][CH2:28][N:27]([CH3:30])[C:26]1=[O:31], predict the reactants needed to synthesize it. The reactants are: Br[C:2]1[CH:3]=[C:4]([N:8]2[C:16]3[C:11](=[CH:12][CH:13]=[CH:14][C:15]=3[O:17][CH3:18])[C:10]([C:19]([O:21][CH3:22])=[O:20])=[N:9]2)[CH:5]=[CH:6][CH:7]=1.[C:23]([C@:25]1([OH:32])[CH2:29][CH2:28][N:27]([CH3:30])[C:26]1=[O:31])#[CH:24]. (6) Given the product [CH3:20][O:21][C:22]1[CH:27]=[CH:26][CH:25]=[CH:24][C:23]=1[NH:28][C:29](=[O:30])[NH:1][C:2]1[CH:3]=[CH:4][C:5]([C:8]2[C:16]3[C:11](=[CH:12][N:13]=[CH:14][CH:15]=3)[NH:10][C:9]=2[C:17]([NH2:19])=[O:18])=[CH:6][CH:7]=1, predict the reactants needed to synthesize it. The reactants are: [NH2:1][C:2]1[CH:7]=[CH:6][C:5]([C:8]2[C:16]3[C:11](=[CH:12][N:13]=[CH:14][CH:15]=3)[NH:10][C:9]=2[C:17]([NH2:19])=[O:18])=[CH:4][CH:3]=1.[CH3:20][O:21][C:22]1[CH:27]=[CH:26][CH:25]=[CH:24][C:23]=1[N:28]=[C:29]=[O:30]. (7) Given the product [CH2:1]([O:3][C:4]1[CH:5]=[C:6]([N:13]2[CH2:14][CH2:15][N:16]([CH:29]3[CH2:30][CH2:31][NH:26][CH2:27][CH2:28]3)[CH2:17][CH2:18]2)[CH:7]=[CH:8][C:9]=1[N+:10]([O-:12])=[O:11])[CH3:2], predict the reactants needed to synthesize it. The reactants are: [CH2:1]([O:3][C:4]1[CH:5]=[C:6]([N:13]2[CH2:18][CH2:17][NH:16][CH2:15][CH2:14]2)[CH:7]=[CH:8][C:9]=1[N+:10]([O-:12])=[O:11])[CH3:2].C([N:26]1[CH2:31][CH2:30][C:29](=O)[CH2:28][CH2:27]1)(OC(C)(C)C)=O.CC(O)=O.C(O[BH-](OC(=O)C)OC(=O)C)(=O)C.[Na+].